This data is from Catalyst prediction with 721,799 reactions and 888 catalyst types from USPTO. The task is: Predict which catalyst facilitates the given reaction. (1) Reactant: [Br:1][C:2]1[CH:3]=[C:4]([C:24]([NH:26][C:27]2[CH:32]=[CH:31][CH:30]=[CH:29][C:28]=2[NH:33][C:34]2[CH:39]=[CH:38][CH:37]=[CH:36][CH:35]=2)=O)[CH:5]=[C:6]([CH:23]=1)[C:7]([NH:9][C:10]1[CH:15]=[CH:14][CH:13]=[CH:12][C:11]=1[NH:16][C:17]1[CH:22]=[CH:21][CH:20]=[CH:19][CH:18]=1)=O.O=P(Cl)(Cl)Cl.C([O-])([O-])=O.[Na+].[Na+]. Product: [Br:1][C:2]1[CH:3]=[C:4]([C:24]2[N:33]([C:34]3[CH:39]=[CH:38][CH:37]=[CH:36][CH:35]=3)[C:28]3[CH:29]=[CH:30][CH:31]=[CH:32][C:27]=3[N:26]=2)[CH:5]=[C:6]([C:7]2[N:16]([C:17]3[CH:22]=[CH:21][CH:20]=[CH:19][CH:18]=3)[C:11]3[CH:12]=[CH:13][CH:14]=[CH:15][C:10]=3[N:9]=2)[CH:23]=1. The catalyst class is: 12. (2) The catalyst class is: 532. Product: [NH2:15][C:16]1[N:17]=[CH:18][C:19]([CH:22]([OH:44])[C:23]([N:26]2[CH2:27][CH2:28][C:29]3([C:33](=[O:34])[N:32]([C:35]4[CH2:36][O:37][C:38](=[O:40])[CH:39]=4)[CH:31]([CH3:41])[CH2:30]3)[CH2:42][CH2:43]2)([CH3:25])[CH3:24])=[N:20][CH:21]=1. Reactant: CN1C(=O)CC(=O)N(C)C1=O.C([N:15](CC=C)[C:16]1[N:17]=[CH:18][C:19]([CH:22]([OH:44])[C:23]([N:26]2[CH2:43][CH2:42][C:29]3([C:33](=[O:34])[N:32]([C:35]4[CH2:36][O:37][C:38](=[O:40])[CH:39]=4)[CH:31]([CH3:41])[CH2:30]3)[CH2:28][CH2:27]2)([CH3:25])[CH3:24])=[N:20][CH:21]=1)C=C.C(=O)(O)[O-].[Na+]. (3) Reactant: [C:1]([O:5][C:6](=[O:26])[NH:7][C:8]1[C:17]2[C:12](=[CH:13][CH:14]=[CH:15][CH:16]=2)[C:11]([O:18][C:19]2[CH:24]=[CH:23][N:22]=[C:21](Cl)[N:20]=2)=[CH:10][CH:9]=1)([CH3:4])([CH3:3])[CH3:2].[CH3:27][O:28][CH2:29][CH2:30][O:31][CH2:32][CH2:33][O:34][CH2:35][CH2:36][O:37][CH2:38][CH2:39][O:40][CH2:41][CH2:42][O:43][CH2:44][CH2:45][O:46][CH2:47][CH2:48][O:49][C:50]1[CH:51]=[C:52]([CH:54]=[C:55]([O:57][CH3:58])[CH:56]=1)[NH2:53]. Product: [C:1]([O:5][C:6](=[O:26])[NH:7][C:8]1[C:17]2[C:12](=[CH:13][CH:14]=[CH:15][CH:16]=2)[C:11]([O:18][C:19]2[CH:24]=[CH:23][N:22]=[C:21]([NH:53][C:52]3[CH:54]=[C:55]([O:57][CH3:58])[CH:56]=[C:50]([O:49][CH2:48][CH2:47][O:46][CH2:45][CH2:44][O:43][CH2:42][CH2:41][O:40][CH2:39][CH2:38][O:37][CH2:36][CH2:35][O:34][CH2:33][CH2:32][O:31][CH2:30][CH2:29][O:28][CH3:27])[CH:51]=3)[N:20]=2)=[CH:10][CH:9]=1)([CH3:4])([CH3:3])[CH3:2]. The catalyst class is: 3.